Task: Predict which catalyst facilitates the given reaction.. Dataset: Catalyst prediction with 721,799 reactions and 888 catalyst types from USPTO (1) Reactant: Cl.[Br:2][C:3]1[CH:8]=[CH:7][C:6]([F:9])=[CH:5][C:4]=1[NH:10][NH2:11].[CH3:12][C:13]([NH:15][C:16]([CH3:18])=O)=O. Product: [Br:2][C:3]1[CH:8]=[CH:7][C:6]([F:9])=[CH:5][C:4]=1[N:10]1[C:16]([CH3:18])=[N:15][C:13]([CH3:12])=[N:11]1. The catalyst class is: 17. (2) Reactant: Cl[C:2]1[N:7]=[C:6]([NH:8][C:9]2[NH:10][N:11]=[C:12]([CH2:14][O:15][C:16]3[CH:21]=[CH:20][CH:19]=[CH:18][CH:17]=3)[CH:13]=2)[CH:5]=[CH:4][N:3]=1.[CH3:22][C:23]1[CH:27]=[C:26]([CH2:28][NH2:29])[O:25][N:24]=1.C(N(CC)C(C)C)(C)C. Product: [CH3:22][C:23]1[CH:27]=[C:26]([CH2:28][NH:29][C:2]2[N:7]=[C:6]([NH:8][C:9]3[NH:10][N:11]=[C:12]([CH2:14][O:15][C:16]4[CH:21]=[CH:20][CH:19]=[CH:18][CH:17]=4)[CH:13]=3)[CH:5]=[CH:4][N:3]=2)[O:25][N:24]=1. The catalyst class is: 141. (3) The catalyst class is: 6. Reactant: Cl[C:2]1[CH:7]=[C:6]([NH:8][NH2:9])[N:5]=[CH:4][N:3]=1.Cl.[F:11][C:12]1([F:18])[CH2:17][CH2:16][NH:15][CH2:14][CH2:13]1.C(N(C(C)C)C(C)C)C.FC(F)(F)C(O)=O.CN(C)[CH:37]=[C:38]([N:44]1[CH:48]=[C:47]([C:49]#[N:50])[N:46]=[N:45]1)[C:39](OCC)=[O:40]. Product: [F:11][C:12]1([F:18])[CH2:17][CH2:16][N:15]([C:2]2[N:3]=[CH:4][N:5]=[C:6]([N:8]3[C:39](=[O:40])[C:38]([N:44]4[CH:48]=[C:47]([C:49]#[N:50])[N:46]=[N:45]4)=[CH:37][NH:9]3)[CH:7]=2)[CH2:14][CH2:13]1. (4) Reactant: [Cl:1][C:2]1[CH:7]=[CH:6][C:5]([C:8]2[C:17]3[C:12](=[CH:13][CH:14]=[C:15]([C:18]([OH:20])=O)[CH:16]=3)[CH:11]=[N:10][CH:9]=2)=[CH:4][CH:3]=1.C(N(CC)C(C)C)(C)C.F[P-](F)(F)(F)(F)F.N1(OC(N(C)C)=[N+](C)C)C2N=CC=CC=2N=N1.[NH:54]1[CH2:59][CH2:58][S:57](=[O:61])(=[O:60])[CH2:56][CH2:55]1. Product: [Cl:1][C:2]1[CH:7]=[CH:6][C:5]([C:8]2[C:17]3[C:12](=[CH:13][CH:14]=[C:15]([C:18]([N:54]4[CH2:59][CH2:58][S:57](=[O:61])(=[O:60])[CH2:56][CH2:55]4)=[O:20])[CH:16]=3)[CH:11]=[N:10][CH:9]=2)=[CH:4][CH:3]=1. The catalyst class is: 9. (5) Product: [ClH:37].[OH:6][C:7]1[CH:12]=[CH:11][CH:10]=[CH:9][C:8]=1[C:13]1[N:22]=[C:21]([N:23]2[CH2:27][CH2:26][C@@H:25]([NH:28][C:29](=[O:35])[O:30][CH2:31][CH2:32][O:33][CH3:34])[CH2:24]2)[C:20]2[C:15](=[CH:16][C:17]([CH3:36])=[CH:18][CH:19]=2)[N:14]=1. The catalyst class is: 2. Reactant: CCOCC.[OH:6][C:7]1[CH:12]=[CH:11][CH:10]=[CH:9][C:8]=1[C:13]1[N:22]=[C:21]([N:23]2[CH2:27][CH2:26][C@@H:25]([NH:28][C:29](=[O:35])[O:30][CH2:31][CH2:32][O:33][CH3:34])[CH2:24]2)[C:20]2[C:15](=[CH:16][C:17]([CH3:36])=[CH:18][CH:19]=2)[N:14]=1.[ClH:37]. (6) Reactant: Cl.ClCC([NH:6][CH2:7][C:8]1[C:13]([C:14]([Cl:18])=[C:15]([Cl:17])[Cl:16])=[CH:12][C:11]([C:19]([Cl:23])=[C:20]([Cl:22])[Cl:21])=[CH:10][C:9]=1[OH:24])=O. Product: [NH2:6][CH2:7][C:8]1[C:13]([C:14]([Cl:18])=[C:15]([Cl:17])[Cl:16])=[CH:12][C:11]([C:19]([Cl:23])=[C:20]([Cl:21])[Cl:22])=[CH:10][C:9]=1[OH:24]. The catalyst class is: 8.